From a dataset of Full USPTO retrosynthesis dataset with 1.9M reactions from patents (1976-2016). Predict the reactants needed to synthesize the given product. (1) Given the product [Cl:1][C:2]1[N:7]=[C:6]2[N:8]([CH3:9])[S:11](=[O:13])(=[O:12])[NH:10][C:5]2=[CH:4][CH:3]=1, predict the reactants needed to synthesize it. The reactants are: [Cl:1][C:2]1[N:7]=[C:6]([NH:8][CH3:9])[C:5]([NH2:10])=[CH:4][CH:3]=1.[S:11](N)(N)(=[O:13])=[O:12].N1C=CC=CC=1.O. (2) Given the product [CH:2]([C:6]1[CH:7]=[C:8]([NH:12][C:13](=[O:21])[C:14]2[CH:19]=[C:18]([CH3:20])[CH:17]=[N:16][CH:15]=2)[CH:9]=[CH:10][CH:11]=1)=[O:1], predict the reactants needed to synthesize it. The reactants are: [O:1]1CCO[CH:2]1[C:6]1[CH:7]=[C:8]([NH:12][C:13](=[O:21])[C:14]2[CH:19]=[C:18]([CH3:20])[CH:17]=[N:16][CH:15]=2)[CH:9]=[CH:10][CH:11]=1.Cl.O.[OH-].[Na+]. (3) Given the product [CH2:1]([N:8]1[CH2:12][C@@H:11]2[C@@H:13]([NH:16][C:24](=[O:25])[C@@H:23]([C:17]3[CH:22]=[CH:21][CH:20]=[CH:19][CH:18]=3)[CH2:27][CH3:28])[CH2:14][CH2:15][C@@H:10]2[CH2:9]1)[C:2]1[CH:3]=[CH:4][CH:5]=[CH:6][CH:7]=1, predict the reactants needed to synthesize it. The reactants are: [CH2:1]([N:8]1[CH2:12][C@H:11]2[C@H:13]([NH2:16])[CH2:14][CH2:15][C@H:10]2[CH2:9]1)[C:2]1[CH:7]=[CH:6][CH:5]=[CH:4][CH:3]=1.[C:17]1([C@H:23]([CH2:27][CH3:28])[C:24](O)=[O:25])[CH:22]=[CH:21][CH:20]=[CH:19][CH:18]=1. (4) Given the product [F:61][C:62]1[CH:63]=[C:64]([NH:8][C:9](=[S:35])[NH:10][C:11]2[CH:12]=[CH:13][C:14]([C:17]3[CH:18]=[C:19]4[C:23](=[CH:24][CH:25]=3)[C:22](=[O:26])[N:21]([C@@H:27]([CH:32]([CH3:33])[CH3:34])[C:28]([O:30][CH3:31])=[O:29])[CH2:20]4)=[CH:15][CH:16]=2)[CH:65]=[CH:66][CH:67]=1, predict the reactants needed to synthesize it. The reactants are: FC1C=CC=CC=1[NH:8][C:9](=[S:35])[NH:10][C:11]1[CH:16]=[CH:15][C:14]([C:17]2[CH:18]=[C:19]3[C:23](=[CH:24][CH:25]=2)[C:22](=[O:26])[N:21]([C@@H:27]([CH:32]([CH3:34])[CH3:33])[C:28]([O:30][CH3:31])=[O:29])[CH2:20]3)=[CH:13][CH:12]=1.NC1C=CC(C2C=C3C(=CC=2)C(=O)N([C@@H](C(C)C)C(OC)=O)C3)=CC=1.[F:61][C:62]1[CH:67]=[CH:66][C:65](N=C=S)=[CH:64][CH:63]=1. (5) The reactants are: [CH3:1][CH2:2][O:3][C:4]([C:6]1[CH:7]=[CH:8][C:9]([C:12]#[C:13][C:14]2[CH:15]=[CH:16][C:17]3[S:23][CH2:22][CH2:21][C:20]([CH3:25])([CH3:24])[C:18]=3[CH:19]=2)=[N:10][CH:11]=1)=[O:5].C[OH:27]. Given the product [CH2:2]([O:3][C:4](=[O:5])[C:6]1[CH:7]=[CH:8][C:9]([C:12]#[C:13][C:14]2[CH:19]=[C:18]3[C:17](=[CH:16][CH:15]=2)[S:23](=[O:27])[CH2:22][CH2:21][C:20]3([CH3:24])[CH3:25])=[N:10][CH:11]=1)[CH3:1], predict the reactants needed to synthesize it. (6) Given the product [CH2:15]([O:17][C:18]([C:20]1[S:24][C:23]([C:25]2[CH:30]=[CH:29][C:28]([C:31]([F:33])([F:34])[F:32])=[CH:27][CH:26]=2)=[N:22][C:21]=1[CH2:35][N:7]1[CH2:8][CH2:9][CH:4]([C:3]([F:11])([F:10])[F:2])[CH2:5][CH2:6]1)=[O:19])[CH3:16], predict the reactants needed to synthesize it. The reactants are: Cl.[F:2][C:3]([F:11])([F:10])[CH:4]1[CH2:9][CH2:8][NH:7][CH2:6][CH2:5]1.C(#N)C.[CH2:15]([O:17][C:18]([C:20]1[S:24][C:23]([C:25]2[CH:30]=[CH:29][C:28]([C:31]([F:34])([F:33])[F:32])=[CH:27][CH:26]=2)=[N:22][C:21]=1[CH2:35]Br)=[O:19])[CH3:16].C(=O)([O-])[O-].[K+].[K+]. (7) Given the product [S:1]1[C:5]2[CH:6]=[C:7]([N:10]3[CH:21]=[C:22]([CH2:23][CH3:24])[N:13]([C:14]4[CH:15]=[N:16][CH:17]=[CH:18][C:19]=4[CH3:20])[C:11]3=[O:12])[CH:8]=[CH:9][C:4]=2[N:3]=[CH:2]1, predict the reactants needed to synthesize it. The reactants are: [S:1]1[C:5]2[CH:6]=[C:7]([N:10]([CH2:21][C:22](=O)[CH2:23][CH3:24])[C:11]([NH:13][C:14]3[CH:15]=[N:16][CH:17]=[CH:18][C:19]=3[CH3:20])=[O:12])[CH:8]=[CH:9][C:4]=2[N:3]=[CH:2]1.CO. (8) Given the product [CH3:7][CH:8]([CH2:13][CH2:12][CH2:11][C:10](=[O:2])[CH3:14])[C:9]([OH:15])=[O:16], predict the reactants needed to synthesize it. The reactants are: [Mn]([O-])(=O)(=O)=[O:2].[K+].[CH3:7][CH:8]1[CH2:13][CH2:12][CH2:11][CH:10]([CH3:14])[C:9]1=[O:15].[OH2:16]. (9) Given the product [Cl:16][CH2:17][CH2:18][NH:19][C:2]1[C:11]2[C:6](=[CH:7][CH:8]=[CH:9][CH:10]=2)[N:5]=[CH:4][C:3]=1[N+:12]([O-:14])=[O:13], predict the reactants needed to synthesize it. The reactants are: Cl[C:2]1[C:11]2[C:6](=[CH:7][CH:8]=[CH:9][CH:10]=2)[N:5]=[CH:4][C:3]=1[N+:12]([O-:14])=[O:13].Cl.[Cl:16][CH2:17][CH2:18][NH2:19].C(=O)([O-])[O-].[Na+].[Na+].